Task: Predict the reactants needed to synthesize the given product.. Dataset: Full USPTO retrosynthesis dataset with 1.9M reactions from patents (1976-2016) Given the product [CH2:1]([O:8][C@H:9]1[CH2:13][C@H:12]([O:14][C:15]2[C:20]([F:21])=[CH:19][C:18]([S:22]([NH:25][C:26]3[CH:31]=[CH:30][N:29]=[CH:28][N:27]=3)(=[O:23])=[O:24])=[C:17]([F:43])[CH:16]=2)[C@@H:11]([C:44]2[N:48]([CH3:49])[N:47]=[CH:46][CH:45]=2)[CH2:10]1)[C:2]1[CH:7]=[CH:6][CH:5]=[CH:4][CH:3]=1, predict the reactants needed to synthesize it. The reactants are: [CH2:1]([O:8][C@H:9]1[CH2:13][C@H:12]([O:14][C:15]2[C:20]([F:21])=[CH:19][C:18]([S:22]([N:25](CC3C=CC(OC)=CC=3OC)[C:26]3[CH:31]=[CH:30][N:29]=[CH:28][N:27]=3)(=[O:24])=[O:23])=[C:17]([F:43])[CH:16]=2)[C@@H:11]([C:44]2[N:48]([CH3:49])[N:47]=[CH:46][CH:45]=2)[CH2:10]1)[C:2]1[CH:7]=[CH:6][CH:5]=[CH:4][CH:3]=1.C([SiH](CC)CC)C.FC(F)(F)C(O)=O.